Dataset: Peptide-MHC class II binding affinity with 134,281 pairs from IEDB. Task: Regression. Given a peptide amino acid sequence and an MHC pseudo amino acid sequence, predict their binding affinity value. This is MHC class II binding data. (1) The peptide sequence is RGLLRRARGGPHHRR. The MHC is DRB1_1101 with pseudo-sequence DRB1_1101. The binding affinity (normalized) is 0.418. (2) The peptide sequence is AANWILRGTSFVYVP. The MHC is DRB5_0101 with pseudo-sequence DRB5_0101. The binding affinity (normalized) is 0.252. (3) The peptide sequence is IELQIVDKIDAAFKI. The MHC is DRB3_0101 with pseudo-sequence DRB3_0101. The binding affinity (normalized) is 0.640.